From a dataset of Forward reaction prediction with 1.9M reactions from USPTO patents (1976-2016). Predict the product of the given reaction. Given the reactants N1C2C=CC=CC=2N=C1C1CCN(CCC2OC(=O)C(CC)(CC)C2)CC1.[N:28]1([C:34]2[CH:39]=[CH:38][C:37]([OH:40])=[CH:36][CH:35]=2)[CH2:33][CH2:32][NH:31][CH2:30][CH2:29]1.N1(C2C=CC=CC=2C#N)CCNCC1.CC1C=CC(S(O[CH2:66][CH2:67][CH:68]2[CH2:72][C:71]3([CH2:77][CH2:76][CH2:75][CH2:74][CH2:73]3)[C:70](=[O:78])[O:69]2)(=O)=O)=CC=1.CC1C=CC(S(OCCC2CC(CC)(CC)C(=O)O2)(=O)=O)=CC=1, predict the reaction product. The product is: [OH:40][C:37]1[CH:36]=[CH:35][C:34]([N:28]2[CH2:29][CH2:30][N:31]([CH2:66][CH2:67][CH:68]3[CH2:72][C:71]4([CH2:73][CH2:74][CH2:75][CH2:76][CH2:77]4)[C:70](=[O:78])[O:69]3)[CH2:32][CH2:33]2)=[CH:39][CH:38]=1.